From a dataset of Catalyst prediction with 721,799 reactions and 888 catalyst types from USPTO. Predict which catalyst facilitates the given reaction. (1) Reactant: Br[CH:2]=[C:3]([C:5]1[CH:10]=[CH:9][C:8]([S:11]([CH3:14])(=[O:13])=[O:12])=[CH:7][CH:6]=1)[CH3:4].P([O-])([O-])([O-])=O.[K+].[K+].[K+].N1CCC[C@H]1C(O)=O.[CH3:31][N:32]1[CH2:45][CH2:44][C:35]2[NH:36][C:37]3[CH:38]=[CH:39][C:40]([CH3:43])=[CH:41][C:42]=3[C:34]=2[CH2:33]1. Product: [CH3:31][N:32]1[CH2:45][CH2:44][C:35]2[N:36](/[CH:2]=[C:3](/[C:5]3[CH:10]=[CH:9][C:8]([S:11]([CH3:14])(=[O:13])=[O:12])=[CH:7][CH:6]=3)\[CH3:4])[C:37]3[CH:38]=[CH:39][C:40]([CH3:43])=[CH:41][C:42]=3[C:34]=2[CH2:33]1. The catalyst class is: 122. (2) Reactant: [CH:1]([NH:4][C:5]([N:7]1[CH2:12][CH2:11][CH:10]([CH2:13][N:14]2[CH2:19][CH2:18][C@H:17]([NH:20][C:21](=[O:32])[C:22]3[CH:27]=[C:26]([Cl:28])[C:25]([NH2:29])=[CH:24][C:23]=3[O:30][CH3:31])[C@H:16]([O:33][CH3:34])[CH2:15]2)[CH2:9][CH2:8]1)=[O:6])([CH3:3])[CH3:2].Cl. Product: [ClH:28].[CH:1]([NH:4][C:5]([N:7]1[CH2:12][CH2:11][CH:10]([CH2:13][N:14]2[CH2:19][CH2:18][C@H:17]([NH:20][C:21](=[O:32])[C:22]3[CH:27]=[C:26]([Cl:28])[C:25]([NH2:29])=[CH:24][C:23]=3[O:30][CH3:31])[C@H:16]([O:33][CH3:34])[CH2:15]2)[CH2:9][CH2:8]1)=[O:6])([CH3:3])[CH3:2]. The catalyst class is: 21. (3) Reactant: [CH3:1][O:2][C:3]1[CH:4]=[N:5][C:6]2[CH:7]=[CH:8][CH:9]=[C:10]([OH:13])[C:11]=2[N:12]=1.C(N(CC)CC)C.C1C=CC(N([S:28]([C:31]([F:34])([F:33])[F:32])(=[O:30])=[O:29])[S:28]([C:31]([F:34])([F:33])[F:32])(=[O:30])=[O:29])=CC=1. Product: [CH3:1][O:2][C:3]1[CH:4]=[N:5][C:6]2[C:11]([N:12]=1)=[C:10]([O:13][S:28]([C:31]([F:34])([F:33])[F:32])(=[O:30])=[O:29])[CH:9]=[CH:8][CH:7]=2. The catalyst class is: 4. (4) Reactant: [BH4-].[Na+].[C:3]1([C:9]2[CH:10]=[C:11]([CH:16]=[CH:17][CH:18]=2)[CH:12]=[CH:13][CH:14]=[O:15])[CH:8]=[CH:7][CH:6]=[CH:5][CH:4]=1.O.CCOCC. Product: [C:3]1([C:9]2[CH:10]=[C:11]([CH:16]=[CH:17][CH:18]=2)[CH:12]=[CH:13][CH2:14][OH:15])[CH:4]=[CH:5][CH:6]=[CH:7][CH:8]=1. The catalyst class is: 14. (5) Reactant: C1(C2[O:12][CH2:11][CH:10]([C:13]([O:15][C@@H:16]3[CH2:20][C@H:19]([OH:21])[C@H:18]([CH2:22]/[CH:23]=[CH:24]\[CH2:25][CH2:26][CH2:27][C:28]([O:30][CH:31]([CH3:33])[CH3:32])=[O:29])[C@H:17]3[CH2:34][CH2:35][C@@H:36]([OH:45])[CH2:37][CH2:38][C:39]3[CH:44]=[CH:43][CH:42]=[CH:41][CH:40]=3)=[O:14])[CH2:9][O:8]2)C=CC=CC=1. Product: [OH:21][C@@H:19]1[C@H:18]([CH2:22]/[CH:23]=[CH:24]\[CH2:25][CH2:26][CH2:27][C:28]([O:30][CH:31]([CH3:32])[CH3:33])=[O:29])[C@@H:17]([CH2:34][CH2:35][C@@H:36]([OH:45])[CH2:37][CH2:38][C:39]2[CH:40]=[CH:41][CH:42]=[CH:43][CH:44]=2)[C@H:16]([O:15][C:13](=[O:14])[CH:10]([CH2:9][OH:8])[CH2:11][OH:12])[CH2:20]1. The catalyst class is: 15.